Task: Predict the product of the given reaction.. Dataset: Forward reaction prediction with 1.9M reactions from USPTO patents (1976-2016) (1) Given the reactants [C:1]([O:5][C:6]([N:8]1[CH2:13][CH2:12][N:11]([C:14]2[C:23]3[C:18](=[CH:19][C:20]([Cl:24])=[CH:21][CH:22]=3)[NH:17][C:16](=O)[CH:15]=2)[CH2:10][CH2:9]1)=[O:7])([CH3:4])([CH3:3])[CH3:2].[H-].[Na+].[CH:28]([NH2:31])([CH3:30])[CH3:29], predict the reaction product. The product is: [C:1]([O:5][C:6]([N:8]1[CH2:13][CH2:12][N:11]([C:14]2[C:23]3[C:18](=[CH:19][C:20]([Cl:24])=[CH:21][CH:22]=3)[N:17]=[C:16]([NH:31][CH:28]([CH3:30])[CH3:29])[CH:15]=2)[CH2:10][CH2:9]1)=[O:7])([CH3:4])([CH3:3])[CH3:2]. (2) Given the reactants [C:1]([C:3]1[C:4]([C:20]([F:23])([F:22])[F:21])=[C:5]2[C:9](=[CH:10][CH:11]=1)[N:8]([CH2:12][C:13](=[NH:16])[NH:14][OH:15])[C:7]([CH2:17][CH2:18][CH3:19])=[CH:6]2)#[N:2].[Cl:24][C:25]1[CH:33]=[CH:32][C:31]([Cl:34])=[CH:30][C:26]=1[C:27](Cl)=O.C(N(CC)CC)C, predict the reaction product. The product is: [Cl:24][C:25]1[CH:33]=[CH:32][C:31]([Cl:34])=[CH:30][C:26]=1[C:27]1[O:15][N:14]=[C:13]([CH2:12][N:8]2[C:9]3[C:5](=[C:4]([C:20]([F:22])([F:23])[F:21])[C:3]([C:1]#[N:2])=[CH:11][CH:10]=3)[CH:6]=[C:7]2[CH2:17][CH2:18][CH3:19])[N:16]=1. (3) Given the reactants [F:1][C:2]1[C:3]([CH2:25][N:26]([CH3:34])[C:27](=[O:33])[O:28][C:29]([CH3:32])([CH3:31])[CH3:30])=[CH:4][N:5]([S:14]([C:17]2[CH:22]=[CH:21][CH:20]=[C:19]([CH2:23]O)[CH:18]=2)(=[O:16])=[O:15])[C:6]=1[C:7]1[C:8]([F:13])=[N:9][CH:10]=[CH:11][CH:12]=1.CS([Cl:39])(=O)=O.C(N(C(C)C)CC)(C)C, predict the reaction product. The product is: [Cl:39][CH2:23][C:19]1[CH:18]=[C:17]([S:14]([N:5]2[C:6]([C:7]3[C:8]([F:13])=[N:9][CH:10]=[CH:11][CH:12]=3)=[C:2]([F:1])[C:3]([CH2:25][N:26]([CH3:34])[C:27](=[O:33])[O:28][C:29]([CH3:32])([CH3:31])[CH3:30])=[CH:4]2)(=[O:16])=[O:15])[CH:22]=[CH:21][CH:20]=1. (4) Given the reactants [CH3:1][N:2]1[CH:6]=[C:5]([S:7]([N:10]2[CH2:15][CH2:14][N:13](C(OC(C)(C)C)=O)[CH2:12][CH2:11]2)(=[O:9])=[O:8])[N:4]=[CH:3]1.Cl, predict the reaction product. The product is: [CH3:1][N:2]1[CH:6]=[C:5]([S:7]([N:10]2[CH2:15][CH2:14][NH:13][CH2:12][CH2:11]2)(=[O:8])=[O:9])[N:4]=[CH:3]1. (5) Given the reactants [H-].[Na+].[O:3]=[C:4]1[C:13]2[C:8](=[CH:9][C:10]([O:14][CH2:15][C:16]3[CH:23]=[CH:22][C:19]([C:20]#[N:21])=[CH:18][CH:17]=3)=[CH:11][CH:12]=2)[CH2:7][CH2:6][NH:5]1.[CH2:24](Br)[CH:25]=[CH2:26], predict the reaction product. The product is: [CH2:26]([N:5]1[CH2:6][CH2:7][C:8]2[C:13](=[CH:12][CH:11]=[C:10]([O:14][CH2:15][C:16]3[CH:17]=[CH:18][C:19]([C:20]#[N:21])=[CH:22][CH:23]=3)[CH:9]=2)[C:4]1=[O:3])[CH:25]=[CH2:24].